This data is from Full USPTO retrosynthesis dataset with 1.9M reactions from patents (1976-2016). The task is: Predict the reactants needed to synthesize the given product. (1) Given the product [C:1]([O:5][C:6](=[O:20])[NH:7][C:8]1[CH:13]=[C:12]([C:14]([F:17])([F:16])[F:15])[C:11]([Cl:18])=[CH:10][C:9]=1[NH:19][C:26](=[O:25])[CH2:27][C:28](=[O:41])[C:29]1[CH:34]=[CH:33][CH:32]=[C:31]([C:35]2[CH:40]=[N:39][CH:38]=[N:37][CH:36]=2)[CH:30]=1)([CH3:4])([CH3:2])[CH3:3], predict the reactants needed to synthesize it. The reactants are: [C:1]([O:5][C:6](=[O:20])[NH:7][C:8]1[CH:13]=[C:12]([C:14]([F:17])([F:16])[F:15])[C:11]([Cl:18])=[CH:10][C:9]=1[NH2:19])([CH3:4])([CH3:3])[CH3:2].C([O:25][C:26](=O)[CH2:27][C:28](=[O:41])[C:29]1[CH:34]=[CH:33][CH:32]=[C:31]([C:35]2[CH:36]=[N:37][CH:38]=[N:39][CH:40]=2)[CH:30]=1)(C)(C)C. (2) Given the product [Br:39][CH2:9][CH2:8][C:7]1[C:3]([CH2:1][CH3:2])=[N:4][N:5]([C:13]2[CH:18]=[CH:17][CH:16]=[CH:15][N:14]=2)[C:6]=1[CH2:11][CH3:12], predict the reactants needed to synthesize it. The reactants are: [CH2:1]([C:3]1[C:7]([CH2:8][CH2:9]O)=[C:6]([CH2:11][CH3:12])[N:5]([C:13]2[CH:18]=[CH:17][CH:16]=[CH:15][N:14]=2)[N:4]=1)[CH3:2].C1(P(C2C=CC=CC=2)C2C=CC=CC=2)C=CC=CC=1.C(Br)(Br)(Br)[Br:39].C(N(CC)CC)C.